From a dataset of Forward reaction prediction with 1.9M reactions from USPTO patents (1976-2016). Predict the product of the given reaction. (1) Given the reactants [C:1]([C:4]1[CH:5]=[CH:6][C:7]2[C:8]3[C:16]([C:17]4[C:18]([CH3:36])=[C:19]([NH:23][CH2:24][C:25]5[CH:33]=[CH:32][C:31]([O:34][CH3:35])=[CH:30][C:26]=5[C:27](O)=[O:28])[CH:20]=[CH:21][CH:22]=4)=[N:15][N:14]=[C:13]([C:37](=[O:39])[NH2:38])[C:9]=3[NH:10][C:11]=2[CH:12]=1)(=[O:3])[CH3:2].F[P-](F)(F)(F)(F)F.N1(O[P+](N(C)C)(N(C)C)N(C)C)C2C=CC=CC=2N=N1.CN1CCOCC1, predict the reaction product. The product is: [C:1]([C:4]1[CH:5]=[CH:6][C:7]2[C:8]3[C:16]([C:17]4[CH:22]=[CH:21][CH:20]=[C:19]([N:23]5[CH2:24][C:25]6[C:26](=[CH:30][C:31]([O:34][CH3:35])=[CH:32][CH:33]=6)[C:27]5=[O:28])[C:18]=4[CH3:36])=[N:15][N:14]=[C:13]([C:37]([NH2:38])=[O:39])[C:9]=3[NH:10][C:11]=2[CH:12]=1)(=[O:3])[CH3:2]. (2) Given the reactants C[O:2][C:3](=[O:33])[C:4]1[CH:9]=[CH:8][CH:7]=[C:6]([C:10]2[CH:14]=[C:13]([CH2:15][N:16]3[CH:21]=[C:20]4[N:22]=[C:23]([C:25]5[CH:30]=[CH:29][CH:28]=[C:27]([F:31])[C:26]=5[F:32])[N:24]=[C:19]4[CH:18]=[N:17]3)[O:12][N:11]=2)[CH:5]=1, predict the reaction product. The product is: [F:32][C:26]1[C:27]([F:31])=[CH:28][CH:29]=[CH:30][C:25]=1[C:23]1[N:24]=[C:19]2[CH:18]=[N:17][N:16]([CH2:15][C:13]3[O:12][N:11]=[C:10]([C:6]4[CH:5]=[C:4]([CH:9]=[CH:8][CH:7]=4)[C:3]([OH:33])=[O:2])[CH:14]=3)[CH:21]=[C:20]2[N:22]=1. (3) Given the reactants Br[C:2]1[C:3]([O:16][CH2:17][C:18]2([CH3:24])[CH2:23][CH2:22][CH2:21][CH2:20][CH2:19]2)=[CH:4][C:5]2[N:6]([C:8]([NH:11][S:12]([CH3:15])(=[O:14])=[O:13])=[N:9][N:10]=2)[CH:7]=1.[CH2:25]([Sn](CCCC)(CCCC)C=C)[CH2:26]CC, predict the reaction product. The product is: [CH3:24][C:18]1([CH2:17][O:16][C:3]2[C:2]([CH:25]=[CH2:26])=[CH:7][N:6]3[C:8]([NH:11][S:12]([CH3:15])(=[O:14])=[O:13])=[N:9][N:10]=[C:5]3[CH:4]=2)[CH2:23][CH2:22][CH2:21][CH2:20][CH2:19]1. (4) Given the reactants CC(C)([O-])C.[Na+].I[C:8]1[CH:13]=[CH:12][C:11]([Br:14])=[CH:10][CH:9]=1.[NH:15]1[CH2:19][CH2:18][CH2:17][CH2:16]1, predict the reaction product. The product is: [Br:14][C:11]1[CH:12]=[CH:13][C:8]([N:15]2[CH2:19][CH2:18][CH2:17][CH2:16]2)=[CH:9][CH:10]=1. (5) Given the reactants [CH2:1]([O:3][C:4]([C:6]1[CH:7]=[C:8]2[C:13](=[CH:14][CH:15]=1)[NH:12][CH:11]([C:16]1[CH:21]=[CH:20][CH:19]=[C:18](Br)[CH:17]=1)[C:10]([CH3:24])([CH3:23])[CH2:9]2)=[O:5])[CH3:2].[C:25]([C:29]1[CH:34]=[CH:33][C:32](B(O)O)=[CH:31][CH:30]=1)([CH3:28])([CH3:27])[CH3:26].C(=O)([O-])[O-].[Na+].[Na+].C(OCC)(=O)C, predict the reaction product. The product is: [CH2:1]([O:3][C:4]([C:6]1[CH:7]=[C:8]2[C:13](=[CH:14][CH:15]=1)[NH:12][CH:11]([C:16]1[CH:17]=[C:18]([C:32]3[CH:33]=[CH:34][C:29]([C:25]([CH3:28])([CH3:27])[CH3:26])=[CH:30][CH:31]=3)[CH:19]=[CH:20][CH:21]=1)[C:10]([CH3:24])([CH3:23])[CH2:9]2)=[O:5])[CH3:2]. (6) Given the reactants S(O[CH2:6][CH2:7][CH2:8][CH2:9][CH:10]1[C:18]2[C:13](=[CH:14][CH:15]=[CH:16][CH:17]=2)[NH:12][C:11]1=[O:19])(C)(=O)=O.[Cl:20][C:21]1[CH:22]=[C:23]([N:28]2[CH2:33][CH2:32][NH:31][CH2:30][CH2:29]2)[CH:24]=[C:25]([Cl:27])[CH:26]=1, predict the reaction product. The product is: [ClH:20].[Cl:27][C:25]1[CH:24]=[C:23]([N:28]2[CH2:33][CH2:32][N:31]([CH2:6][CH2:7][CH2:8][CH2:9][CH:10]3[C:18]4[C:13](=[CH:14][CH:15]=[CH:16][CH:17]=4)[NH:12][C:11]3=[O:19])[CH2:30][CH2:29]2)[CH:22]=[C:21]([Cl:20])[CH:26]=1. (7) Given the reactants [Br:1][C:2]1[CH:7]=[CH:6][C:5]([C:8](=[NH:10])[NH2:9])=[CH:4][CH:3]=1.CN(C)/[CH:13]=[CH:14]/[C:15](=O)[C:16]([O:20][CH3:21])([O:18][CH3:19])[CH3:17], predict the reaction product. The product is: [Br:1][C:2]1[CH:7]=[CH:6][C:5]([C:8]2[N:9]=[C:15]([C:16]([O:20][CH3:21])([O:18][CH3:19])[CH3:17])[CH:14]=[CH:13][N:10]=2)=[CH:4][CH:3]=1. (8) Given the reactants C[O:2][C:3]1[CH:8]=[CH:7][CH:6]=[CH:5][C:4]=1[C:9]1[N:10]=[C:11]([N:18]2[CH2:23][CH2:22][CH:21]([NH:24][C:25](=[O:31])[O:26][CH2:27][CH:28]([CH3:30])[CH3:29])[CH2:20][CH2:19]2)[C:12]2[S:17][CH:16]=[CH:15][C:13]=2[N:14]=1.B(Br)(Br)Br.C([O-])(O)=O.[Na+], predict the reaction product. The product is: [OH:2][C:3]1[CH:8]=[CH:7][CH:6]=[CH:5][C:4]=1[C:9]1[N:10]=[C:11]([N:18]2[CH2:19][CH2:20][CH:21]([NH:24][C:25](=[O:31])[O:26][CH2:27][CH:28]([CH3:29])[CH3:30])[CH2:22][CH2:23]2)[C:12]2[S:17][CH:16]=[CH:15][C:13]=2[N:14]=1.